The task is: Predict the reactants needed to synthesize the given product.. This data is from Full USPTO retrosynthesis dataset with 1.9M reactions from patents (1976-2016). (1) Given the product [CH3:14][O:13][CH2:12][O:11][C:8]1[CH:9]=[CH:10][C:5]([C:3]([CH3:22])([CH3:4])[C:2]([F:21])([F:20])[F:1])=[N:6][CH:7]=1, predict the reactants needed to synthesize it. The reactants are: [F:1][C:2]([F:21])([F:20])[C:3](OS(C)(=O)=O)([C:5]1[CH:10]=[CH:9][C:8]([O:11][CH2:12][O:13][CH3:14])=[CH:7][N:6]=1)[CH3:4].[CH3:22][Al](C)C.O. (2) Given the product [NH2:11][C:12]1[C:13]2[C:20]([C:21](=[N:2][OH:3])[NH2:22])=[CH:19][N:18]([C@@H:23]3[O:29][C@H:28]([CH2:30][OH:31])[C@@H:26]([OH:27])[C@@:24]3([CH3:32])[OH:25])[C:14]=2[N:15]=[CH:16][N:17]=1, predict the reactants needed to synthesize it. The reactants are: Cl.[NH2:2][OH:3].C(N(CC)CC)C.[NH2:11][C:12]1[C:13]2[C:20]([C:21]#[N:22])=[CH:19][N:18]([C@@H:23]3[O:29][C@H:28]([CH2:30][OH:31])[C@@H:26]([OH:27])[C@@:24]3([CH3:32])[OH:25])[C:14]=2[N:15]=[CH:16][N:17]=1. (3) The reactants are: [O:1]=[C:2]1[C:15]2[CH:14]=[CH:13][C:12]([C:16](Cl)=[O:17])=[CH:11][C:10]=2[O:9][C:8]2[C:3]1=[CH:4][CH:5]=[CH:6][CH:7]=2.[CH:19]([N:22]([CH:25]([CH3:27])C)CC)([CH3:21])C.N1CCCC1. Given the product [N:22]1([C:16]([C:12]2[CH:13]=[CH:14][C:15]3[C:2](=[O:1])[C:3]4[C:8]([O:9][C:10]=3[CH:11]=2)=[CH:7][CH:6]=[CH:5][CH:4]=4)=[O:17])[CH2:19][CH2:21][CH2:27][CH2:25]1, predict the reactants needed to synthesize it. (4) The reactants are: [CH3:1][O:2][C:3]([C:5]1[C:6]([OH:23])=[C:7]2[C:12](=[CH:13][N:14]=1)[N:11]([CH3:15])[C:10](=[O:16])[C:9]([C:17]1[CH:22]=[CH:21][CH:20]=[CH:19][CH:18]=1)=[CH:8]2)=[O:4].[Br:24]N1C(=O)CCC1=O. Given the product [CH3:1][O:2][C:3]([C:5]1[C:6]([OH:23])=[C:7]2[C:12](=[C:13]([Br:24])[N:14]=1)[N:11]([CH3:15])[C:10](=[O:16])[C:9]([C:17]1[CH:22]=[CH:21][CH:20]=[CH:19][CH:18]=1)=[CH:8]2)=[O:4], predict the reactants needed to synthesize it. (5) Given the product [Cl:13][C:9]1[C:8]([F:14])=[C:7]([C:3]2([OH:6])[CH2:4][N:23]([CH2:20][CH2:21][CH3:22])[CH2:2]2)[CH:12]=[CH:11][CH:10]=1, predict the reactants needed to synthesize it. The reactants are: Cl[CH2:2][C:3]([C:7]1[CH:12]=[CH:11][CH:10]=[C:9]([Cl:13])[C:8]=1[F:14])([OH:6])[CH2:4]Cl.C(=O)(O)[O-].[Na+].[CH2:20]([NH2:23])[CH2:21][CH3:22].C(=O)([O-])[O-].[Na+].[Na+]. (6) Given the product [C:42]12([CH2:52][CH2:53][O:54][CH2:55][CH2:56][O:57][CH2:58][CH2:59][NH:60][C:20](=[O:21])[CH2:19][CH2:18][CH2:17][N:11]3[C:12]([CH3:15])([CH3:16])[C:13](=[O:14])[N:9]([C:6]4[CH:7]=[CH:8][C:3]([C:1]#[N:2])=[C:4]([C:24]([F:25])([F:26])[F:27])[CH:5]=4)[C:10]3=[S:23])[CH2:51][CH:46]3[CH2:45][CH:44]([CH2:50][CH:48]([CH2:47]3)[CH2:49]1)[CH2:43]2, predict the reactants needed to synthesize it. The reactants are: [C:1]([C:3]1[CH:8]=[CH:7][C:6]([N:9]2[C:13](=[O:14])[C:12]([CH3:16])([CH3:15])[N:11]([CH2:17][CH2:18][CH2:19][C:20](O)=[O:21])[C:10]2=[S:23])=[CH:5][C:4]=1[C:24]([F:27])([F:26])[F:25])#[N:2].C(Cl)CCl.C1C=CC2N(O)N=NC=2C=1.[C:42]12([CH2:52][CH2:53][O:54][CH2:55][CH2:56][O:57][CH2:58][CH2:59][NH2:60])[CH2:51][CH:46]3[CH2:47][CH:48]([CH2:50][CH:44]([CH2:45]3)[CH2:43]1)[CH2:49]2. (7) Given the product [CH3:11][O:12][C:13]1[CH:18]=[CH:17][C:16]([N:19]([CH3:20])[C:8](=[O:9])[CH2:7][C:1]2[CH:6]=[CH:5][CH:4]=[CH:3][CH:2]=2)=[CH:15][CH:14]=1, predict the reactants needed to synthesize it. The reactants are: [C:1]1([CH2:7][C:8](Cl)=[O:9])[CH:6]=[CH:5][CH:4]=[CH:3][CH:2]=1.[CH3:11][O:12][C:13]1[CH:18]=[CH:17][C:16]([NH:19][CH3:20])=[CH:15][CH:14]=1. (8) Given the product [CH3:16][S:17][C:18]1[N:19]=[C:7]([OH:9])[C:3]2[CH2:4][S:5][CH2:6][C:2]=2[N:20]=1, predict the reactants needed to synthesize it. The reactants are: O=[C:2]1[CH2:6][S:5][CH2:4][CH:3]1[C:7]([O:9]C)=O.S(O)(O)(=O)=O.[CH3:16][S:17][C:18](=[NH:20])[NH2:19]. (9) Given the product [NH2:28][C:24]1([C:21]2[CH:22]=[CH:23][C:18]([C:10]3[C:11]([C:13]4[CH:17]=[CH:16][S:15][CH:14]=4)=[CH:12][C:3]4[N:2]([CH3:1])[C:7](=[O:8])[CH2:6][O:5][C:4]=4[N:9]=3)=[CH:19][CH:20]=2)[CH2:27][CH2:26][CH2:25]1, predict the reactants needed to synthesize it. The reactants are: [CH3:1][N:2]1[C:7](=[O:8])[CH2:6][O:5][C:4]2[N:9]=[C:10]([C:18]3[CH:23]=[CH:22][C:21]([C:24]4([NH:28]C(=O)OC(C)(C)C)[CH2:27][CH2:26][CH2:25]4)=[CH:20][CH:19]=3)[C:11]([C:13]3[CH:17]=[CH:16][S:15][CH:14]=3)=[CH:12][C:3]1=2.CO.